The task is: Predict the reactants needed to synthesize the given product.. This data is from Full USPTO retrosynthesis dataset with 1.9M reactions from patents (1976-2016). (1) Given the product [C:20]([O:19][C:17]([NH:16][C@@H:4]([CH2:5][C:6]1[C:11]([CH3:12])=[CH:10][C:9]([C:13](=[O:27])[NH2:14])=[CH:8][C:7]=1[CH3:15])[C:3]([OH:2])=[O:24])=[O:18])([CH3:23])([CH3:22])[CH3:21], predict the reactants needed to synthesize it. The reactants are: C[O:2][C:3](=[O:24])[C@@H:4]([NH:16][C:17]([O:19][C:20]([CH3:23])([CH3:22])[CH3:21])=[O:18])[CH2:5][C:6]1[C:11]([CH3:12])=[CH:10][C:9]([C:13]#[N:14])=[CH:8][C:7]=1[CH3:15].CS(C)=[O:27].C([O-])([O-])=O.[K+].[K+].OO. (2) Given the product [NH2:31][C:32]1[C:37]([C:38]#[N:39])=[C:36]([NH:14][CH:12]([C:8]2[CH:9]=[N:10][C:11]3[C:6]([C:7]=2[C:15]2[CH:20]=[CH:19][CH:18]=[CH:17][N:16]=2)=[CH:5][C:4]([F:21])=[CH:3][C:2]=3[Cl:1])[CH3:13])[N:35]=[CH:34][N:33]=1, predict the reactants needed to synthesize it. The reactants are: [Cl:1][C:2]1[CH:3]=[C:4]([F:21])[CH:5]=[C:6]2[C:11]=1[N:10]=[CH:9][C:8]([CH:12]([NH2:14])[CH3:13])=[C:7]2[C:15]1[CH:20]=[CH:19][CH:18]=[CH:17][N:16]=1.C(N(C(C)C)C(C)C)C.[NH2:31][C:32]1[C:37]([C:38]#[N:39])=[C:36](Cl)[N:35]=[CH:34][N:33]=1. (3) Given the product [Cl:4][C:5]1[C:9]([Cl:10])=[C:8]([C:11](=[S:3])[OH:12])[S:7][N:6]=1, predict the reactants needed to synthesize it. The reactants are: [OH-].[K+].[SH2:3].[Cl:4][C:5]1[C:9]([Cl:10])=[C:8]([C:11](Cl)=[O:12])[S:7][N:6]=1. (4) Given the product [CH3:15][C@H:10]1[O:11][C@@H:12]([CH3:14])[CH2:13][N:8]([C:5]2[C:4]([CH:16]=[O:17])=[CH:3][C:2]([C:23]3[CH:28]=[N:27][CH:26]=[C:25]([O:29][CH3:30])[N:24]=3)=[CH:7][N:6]=2)[CH2:9]1, predict the reactants needed to synthesize it. The reactants are: Br[C:2]1[CH:3]=[C:4]([CH:16]=[O:17])[C:5]([N:8]2[CH2:13][C@@H:12]([CH3:14])[O:11][C@@H:10]([CH3:15])[CH2:9]2)=[N:6][CH:7]=1.C([Sn](CCCC)(CCCC)[C:23]1[CH:28]=[N:27][CH:26]=[C:25]([O:29][CH3:30])[N:24]=1)CCC. (5) Given the product [S:48]([OH:51])([O:47][N:42]1[C:41](=[O:52])[N:40]2[CH2:46][C@H:43]1[CH2:44][CH2:45][C@H:39]2[C:36]1[N:35]=[C:34]([CH:31]2[CH2:32][CH2:33][NH:28][CH2:29][CH2:30]2)[O:38][N:37]=1)(=[O:49])=[O:50], predict the reactants needed to synthesize it. The reactants are: N(CC)CC.S([O-])([O-])(=O)=O.C1C2C(COC([N:28]3[CH2:33][CH2:32][CH:31]([C:34]4[O:38][N:37]=[C:36]([C@@H:39]5[CH2:45][CH2:44][C@@H:43]6[CH2:46][N:40]5[C:41](=[O:52])[N:42]6[O:47][S:48]([OH:51])(=[O:50])=[O:49])[N:35]=4)[CH2:30][CH2:29]3)=O)C3C(=CC=CC=3)C=2C=CC=1.C([N+](CCCC)(CCCC)CCCC)CCC.C([N+](CCCC)(CCCC)CCCC)CCC. (6) The reactants are: [Br:1][C:2]1[CH:3]=[C:4]([CH:7]=[C:8](Br)[C:9]=1[OH:10])[C:5]#[N:6].[N:12]([O-:14])=[O:13].[Na+].BrBr.O. Given the product [Br:1][C:2]1[CH:3]=[C:4]([CH:7]=[C:8]([N+:12]([O-:14])=[O:13])[C:9]=1[OH:10])[C:5]#[N:6], predict the reactants needed to synthesize it. (7) Given the product [CH:1]1[C:9]2[C:8]3[CH:10]=[CH:11][CH:12]=[CH:13][C:7]=3[O:6][C:5]=2[C:4]([C:26]2[CH:25]=[CH:24][C:23]3[N:22]([C:31]4[CH:36]=[CH:35][CH:34]=[CH:33][CH:32]=4)[C:21]4[C:29]([C:28]=3[CH:27]=2)=[CH:30][C:18]([C:44]2[CH:43]=[CH:3][CH:2]=[CH:1][CH:9]=2)=[CH:19][CH:20]=4)=[CH:3][CH:2]=1, predict the reactants needed to synthesize it. The reactants are: [CH:1]1[C:9]2[C:8]3[CH:10]=[CH:11][CH:12]=[CH:13][C:7]=3[O:6][C:5]=2[C:4](B(O)O)=[CH:3][CH:2]=1.Br[C:18]1[CH:19]=[CH:20][C:21]2[N:22]([C:31]3[CH:36]=[CH:35][CH:34]=[CH:33][CH:32]=3)[C:23]3[C:28]([C:29]=2[CH:30]=1)=[CH:27][CH:26]=[CH:25][CH:24]=3.C([O-])([O-])=O.[Na+].[Na+].[CH2:43](O)[CH3:44]. (8) The reactants are: Cl.[Cl:2][CH2:3][CH2:4][NH2:5].[C:6](O[C:6]([O:8][C:9]([CH3:12])([CH3:11])[CH3:10])=[O:7])([O:8][C:9]([CH3:12])([CH3:11])[CH3:10])=[O:7]. Given the product [C:9]([O:8][C:6](=[O:7])[NH:5][CH2:4][CH2:3][Cl:2])([CH3:12])([CH3:11])[CH3:10], predict the reactants needed to synthesize it. (9) Given the product [C:1]([N:4]1[C:13]2[C:8](=[CH:9][C:10]([C:35]3[CH:36]=[N:37][N:38]([CH2:40][C:41]4[CH:46]=[N:45][CH:44]=[CH:43][N:42]=4)[CH:39]=3)=[CH:11][CH:12]=2)[N:7]([C:15]([O:17][CH:18]([CH3:20])[CH3:19])=[O:16])[CH2:6][C@@H:5]1[CH3:21])(=[O:3])[CH3:2], predict the reactants needed to synthesize it. The reactants are: [C:1]([N:4]1[C:13]2[C:8](=[CH:9][C:10](Br)=[CH:11][CH:12]=2)[N:7]([C:15]([O:17][CH:18]([CH3:20])[CH3:19])=[O:16])[CH2:6][C@@H:5]1[CH3:21])(=[O:3])[CH3:2].O.C(=O)([O-])[O-].[Cs+].[Cs+].CC1(C)OB([C:35]2[CH:36]=[N:37][N:38]([CH2:40][C:41]3[CH:46]=[N:45][CH:44]=[CH:43][N:42]=3)[CH:39]=2)OC1(C)C.